The task is: Predict which catalyst facilitates the given reaction.. This data is from Catalyst prediction with 721,799 reactions and 888 catalyst types from USPTO. (1) Reactant: [CH3:1][C:2]1[CH:3]=[C:4]([N:9]2[CH:13]=[CH:12][C:11]([NH:14][C:15](=[O:31])[C:16]3[CH:21]=[C:20]([N:22]4[CH2:27][CH2:26][CH2:25][CH2:24][CH2:23]4)[CH:19]=[CH:18][C:17]=3[N+:28]([O-])=O)=[N:10]2)[CH:5]=[CH:6][C:7]=1[CH3:8]. Product: [NH2:28][C:17]1[CH:18]=[CH:19][C:20]([N:22]2[CH2:27][CH2:26][CH2:25][CH2:24][CH2:23]2)=[CH:21][C:16]=1[C:15]([NH:14][C:11]1[CH:12]=[CH:13][N:9]([C:4]2[CH:5]=[CH:6][C:7]([CH3:8])=[C:2]([CH3:1])[CH:3]=2)[N:10]=1)=[O:31]. The catalyst class is: 183. (2) Product: [CH3:34][N:7]([CH3:6])[C:8]1[CH:9]=[C:10]([NH:14][C:15](=[O:33])[C:16]2[CH:21]=[CH:20][C:19]([CH3:22])=[C:18]([NH:23][C:24](=[O:32])[C:25]3[CH:26]=[CH:27][C:28]([O:31][CH2:4][CH2:3][O:2][CH3:1])=[CH:29][CH:30]=3)[CH:17]=2)[CH:11]=[CH:12][CH:13]=1. Reactant: [CH3:1][O:2][CH2:3][CH2:4]Br.[CH3:6][N:7]([CH3:34])[C:8]1[CH:9]=[C:10]([NH:14][C:15](=[O:33])[C:16]2[CH:21]=[CH:20][C:19]([CH3:22])=[C:18]([NH:23][C:24](=[O:32])[C:25]3[CH:30]=[CH:29][C:28]([OH:31])=[CH:27][CH:26]=3)[CH:17]=2)[CH:11]=[CH:12][CH:13]=1.C(=O)([O-])[O-].[K+].[K+]. The catalyst class is: 3. (3) Reactant: [C:1]([C:5]1[CH:10]=[CH:9][C:8]([N:11]2[C@@H:15]([C:16]3[C:17]([F:30])=[CH:18][C:19]4[N:23]=[C:22]([C@@H:24]5[CH2:28][CH2:27][CH2:26][NH:25]5)[NH:21][C:20]=4[CH:29]=3)[CH2:14][CH2:13][C@@H:12]2[C:31]2[C:32]([F:45])=[CH:33][C:34]3[N:38]=[C:37]([C@@H:39]4[CH2:43][CH2:42][CH2:41][NH:40]4)[NH:36][C:35]=3[CH:44]=2)=[CH:7][CH:6]=1)([CH3:4])([CH3:3])[CH3:2].C[N:47]1[CH2:52][CH2:51][O:50]CC1.[CH3:53][O:54][C:55]([NH:57][C@@H:58]([CH:62]([CH3:64])[CH3:63])[C:59](O)=[O:60])=[O:56].C(Cl)CCl.[CH:69]1[CH:70]=CC2N(O)N=NC=2[CH:74]=1.C[CH2:80][O:81][C:82](C)=[O:83]. Product: [C:1]([C:5]1[CH:6]=[CH:7][C:8]([N:11]2[C@@H:15]([C:16]3[C:17]([F:30])=[CH:18][C:19]4[N:23]=[C:22]([C@@H:24]5[CH2:28][CH2:27][CH2:26][N:25]5[C:51](=[O:50])[C@@H:52]([NH:47][C:82]([O:81][CH3:80])=[O:83])[CH:69]([CH3:70])[CH3:74])[NH:21][C:20]=4[CH:29]=3)[CH2:14][CH2:13][C@@H:12]2[C:31]2[C:32]([F:45])=[CH:33][C:34]3[NH:38][C:37]([C@@H:39]4[CH2:43][CH2:42][CH2:41][N:40]4[C:59](=[O:60])[C@@H:58]([NH:57][C:55](=[O:56])[O:54][CH3:53])[CH:62]([CH3:64])[CH3:63])=[N:36][C:35]=3[CH:44]=2)=[CH:9][CH:10]=1)([CH3:4])([CH3:2])[CH3:3]. The catalyst class is: 3. (4) Reactant: [C:1]([O:5][C:6]([NH:8][C:9]1[N:10]=[N:11][N:12]([CH2:14][C:15]([O:17]CC)=[O:16])[CH:13]=1)=[O:7])([CH3:4])([CH3:3])[CH3:2].[OH-].[Na+]. Product: [C:1]([O:5][C:6]([NH:8][C:9]1[N:10]=[N:11][N:12]([CH2:14][C:15]([OH:17])=[O:16])[CH:13]=1)=[O:7])([CH3:4])([CH3:2])[CH3:3]. The catalyst class is: 8. (5) Reactant: [N:1]([CH2:4][CH2:5][C@H:6]([NH:15][C:16]([O:18][C:19]([CH3:22])([CH3:21])[CH3:20])=[O:17])[C:7]([O:9][CH:10]1[CH2:14][CH2:13][CH2:12][CH2:11]1)=[O:8])=[N+]=[N-].C(O)(=O)C. Product: [NH2:1][CH2:4][CH2:5][C@H:6]([NH:15][C:16]([O:18][C:19]([CH3:22])([CH3:21])[CH3:20])=[O:17])[C:7]([O:9][CH:10]1[CH2:11][CH2:12][CH2:13][CH2:14]1)=[O:8]. The catalyst class is: 8.